Predict the product of the given reaction. From a dataset of Forward reaction prediction with 1.9M reactions from USPTO patents (1976-2016). (1) Given the reactants Br[C:2]1[CH:3]=[C:4]([C:24]([NH2:26])=[O:25])[C:5]2[NH:6][C:7]3[C:12]([C:13]=2[C:14]=1[F:15])=[CH:11][C:10]([C:16]([N:18]1[CH2:23][CH2:22][O:21][CH2:20][CH2:19]1)=[O:17])=[CH:9][CH:8]=3.[C:27]1(B(O)O)[CH:32]=[CH:31][CH:30]=[CH:29][CH:28]=1.C([O-])([O-])=O.[Na+].[Na+].C1(C)C=CC=CC=1, predict the reaction product. The product is: [F:15][C:14]1[C:13]2[C:12]3[C:7](=[CH:8][CH:9]=[C:10]([C:16]([N:18]4[CH2:23][CH2:22][O:21][CH2:20][CH2:19]4)=[O:17])[CH:11]=3)[NH:6][C:5]=2[C:4]([C:24]([NH2:26])=[O:25])=[CH:3][C:2]=1[C:27]1[CH:32]=[CH:31][CH:30]=[CH:29][CH:28]=1. (2) Given the reactants [Cl:1][C:2]1[CH:11]=[C:10]2[C:5]([C:6]([N:12]3[CH2:17][CH2:16][NH:15][CH2:14][CH2:13]3)=[CH:7][CH:8]=[N:9]2)=[CH:4][CH:3]=1.[F:18][C:19]1[CH:24]=[CH:23][C:22]([N:25]=[C:26]=[O:27])=[CH:21][CH:20]=1.CCCCCC.CCOC(C)=O, predict the reaction product. The product is: [Cl:1][C:2]1[CH:11]=[C:10]2[C:5]([C:6]([N:12]3[CH2:17][CH2:16][N:15]([C:26]([NH:25][C:22]4[CH:23]=[CH:24][C:19]([F:18])=[CH:20][CH:21]=4)=[O:27])[CH2:14][CH2:13]3)=[CH:7][CH:8]=[N:9]2)=[CH:4][CH:3]=1. (3) Given the reactants [CH3:1][O:2][C:3](=[O:13])[C:4]1[CH:9]=[CH:8][C:7]([C:10](Cl)=[O:11])=[CH:6][CH:5]=1.[CH3:14][O:15][CH:16]([O:19][CH3:20])[CH2:17][NH2:18].CCN(CC)CC, predict the reaction product. The product is: [CH3:1][O:2][C:3](=[O:13])[C:4]1[CH:9]=[CH:8][C:7]([C:10]([NH:18][CH2:17][CH:16]([O:19][CH3:20])[O:15][CH3:14])=[O:11])=[CH:6][CH:5]=1. (4) Given the reactants [CH2:1]([N:9]1[CH2:14][CH2:13][NH:12][CH2:11][CH2:10]1)[CH2:2][C:3]1[CH:8]=[CH:7][CH:6]=[CH:5][CH:4]=1.Cl[C:16]1[CH:17]=[CH:18][C:19]2[N:20]([C:22]([C:25]([F:28])([F:27])[F:26])=[N:23][N:24]=2)[N:21]=1, predict the reaction product. The product is: [CH2:1]([N:9]1[CH2:10][CH2:11][N:12]([C:16]2[CH:17]=[CH:18][C:19]3[N:20]([C:22]([C:25]([F:26])([F:28])[F:27])=[N:23][N:24]=3)[N:21]=2)[CH2:13][CH2:14]1)[CH2:2][C:3]1[CH:4]=[CH:5][CH:6]=[CH:7][CH:8]=1. (5) Given the reactants Br[C:2]1[CH:7]=[CH:6][C:5]([S:8]([C:11]2[CH:16]=[CH:15][CH:14]=[CH:13][CH:12]=2)(=[O:10])=[O:9])=[CH:4][CH:3]=1.[B:17]1([B:17]2[O:21][C:20]([CH3:23])([CH3:22])[C:19]([CH3:25])([CH3:24])[O:18]2)[O:21][C:20]([CH3:23])([CH3:22])[C:19]([CH3:25])([CH3:24])[O:18]1.C([O-])(=O)C.[K+].O1CCOCC1, predict the reaction product. The product is: [CH3:24][C:19]1([CH3:25])[C:20]([CH3:23])([CH3:22])[O:21][B:17]([C:2]2[CH:7]=[CH:6][C:5]([S:8]([C:11]3[CH:16]=[CH:15][CH:14]=[CH:13][CH:12]=3)(=[O:10])=[O:9])=[CH:4][CH:3]=2)[O:18]1. (6) Given the reactants Br[C:2]1[CH:7]=[CH:6][CH:5]=[CH:4][C:3]=1[N:8]1[C:12]([C:13]2[S:14][C:15]([C:18]3[CH:23]=[CH:22][CH:21]=[C:20]([S:24]([CH3:27])(=[O:26])=[O:25])[CH:19]=3)=[CH:16][CH:17]=2)=[CH:11][C:10]([C:28]([F:31])([F:30])[F:29])=[N:9]1.[N:32]1[CH:37]=[CH:36][CH:35]=[C:34](B(O)O)[CH:33]=1.C([O-])([O-])=O.[K+].[K+].O1CCOCC1, predict the reaction product. The product is: [CH3:27][S:24]([C:20]1[CH:19]=[C:18]([C:15]2[S:14][C:13]([C:12]3[N:8]([C:3]4[CH:4]=[CH:5][CH:6]=[CH:7][C:2]=4[C:34]4[CH:33]=[N:32][CH:37]=[CH:36][CH:35]=4)[N:9]=[C:10]([C:28]([F:31])([F:30])[F:29])[CH:11]=3)=[CH:17][CH:16]=2)[CH:23]=[CH:22][CH:21]=1)(=[O:26])=[O:25].